Dataset: Reaction yield outcomes from USPTO patents with 853,638 reactions. Task: Predict the reaction yield, written as a fraction of the theoretical maximum amount of product (1.0 means a 100% yield; for example, 0.34 means a 34% yield). (1) The product is [Cl:17][C:18]1[CH:19]=[C:20]([CH:21]=[CH:22][C:23]([N:10]2[C:11]3[CH:16]=[CH:15][CH:14]=[CH:13][C:12]=3[O:7][CH2:8][CH2:9]2)=[O:24])[CH:26]=[CH:27][CH:28]=1. The reactants are N1C=CC=CC=1.[O:7]1[C:12]2[CH:13]=[CH:14][CH:15]=[CH:16][C:11]=2[NH:10][CH2:9][CH2:8]1.[Cl:17][C:18]1[CH:19]=[C:20]([CH:26]=[CH:27][CH:28]=1)[CH:21]=[CH:22][C:23](Cl)=[O:24].O. The catalyst is C(Cl)Cl. The yield is 0.658. (2) The reactants are [Br:1][C:2]1[CH:3]=[CH:4][C:5]([NH:12][C:13](=[O:22])[C:14]2[CH:19]=[CH:18][CH:17]=[C:16]([CH2:20]Cl)[CH:15]=2)=[C:6]([CH:11]=1)[C:7]([O:9][CH3:10])=[O:8].C(N(CC)CC)C.[SH:30][C:31]1[CH:36]=[CH:35][N:34]=[CH:33][CH:32]=1.COC1C=C(C=CC=1OC)C(Cl)=O. The catalyst is C(Cl)Cl. The product is [Br:1][C:2]1[CH:3]=[CH:4][C:5]([NH:12][C:13](=[O:22])[C:14]2[CH:19]=[CH:18][CH:17]=[C:16]([CH2:20][S:30][C:31]3[CH:36]=[CH:35][N:34]=[CH:33][CH:32]=3)[CH:15]=2)=[C:6]([CH:11]=1)[C:7]([O:9][CH3:10])=[O:8]. The yield is 0.670. (3) The reactants are [CH3:1][O:2][N:3]([CH3:15])[C:4]([C:6]1[C:14]2[C:9](=[CH:10][CH:11]=[CH:12][CH:13]=2)[NH:8][N:7]=1)=[O:5].FC(F)(F)C(OC1C(OC(=O)C(F)(F)F)=C([I:27])C=CC=1)=O.II.OS([O-])=O.[Na+]. The catalyst is C(Cl)Cl. The yield is 0.720. The product is [I:27][C:12]1[CH:13]=[C:14]2[C:9](=[CH:10][CH:11]=1)[NH:8][N:7]=[C:6]2[C:4]([N:3]([O:2][CH3:1])[CH3:15])=[O:5]. (4) The reactants are C([N:8]1[CH2:12][C@@H:11]([C:13]([N:15]2[CH2:19][C@@H:18]([N:20]([C@H:28]3[CH2:33][CH2:32][C@@H:31]([CH3:34])[CH2:30][CH2:29]3)[C:21]([C@@H:23]3[CH2:27][CH2:26][CH2:25][O:24]3)=[O:22])[CH2:17][C@H:16]2[C:35]([N:37]2[CH2:42][CH2:41][N:40]([CH3:43])[CH2:39][CH2:38]2)=[O:36])=[O:14])[C@H:10]([C:44]2[CH:49]=[CH:48][C:47]([Cl:50])=[CH:46][CH:45]=2)[CH2:9]1)(OC(C)(C)C)=O.Cl. The catalyst is C(Cl)Cl. The product is [Cl:50][C:47]1[CH:46]=[CH:45][C:44]([C@@H:10]2[CH2:9][NH:8][CH2:12][C@H:11]2[C:13]([N:15]2[C@@H:16]([C:35]([N:37]3[CH2:38][CH2:39][N:40]([CH3:43])[CH2:41][CH2:42]3)=[O:36])[CH2:17][C@H:18]([N:20]([C@H:28]3[CH2:33][CH2:32][C@@H:31]([CH3:34])[CH2:30][CH2:29]3)[C:21]([C@@H:23]3[CH2:27][CH2:26][CH2:25][O:24]3)=[O:22])[CH2:19]2)=[O:14])=[CH:49][CH:48]=1. The yield is 0.998. (5) The reactants are [Cl:1][CH2:2][CH2:3][C:4]([C:6]1[CH:11]=[CH:10][CH:9]=[CH:8][CH:7]=1)=[O:5].[NH4+].[Cl-].I[CH2:15][C:16]([CH3:18])=[CH2:17]. The catalyst is C1COCC1.[Zn]. The product is [Cl:1][CH2:2][CH2:3][C:4]([C:6]1[CH:11]=[CH:10][CH:9]=[CH:8][CH:7]=1)([OH:5])[CH2:17][C:16]([CH3:18])=[CH2:15]. The yield is 0.760. (6) The reactants are [N:1]12[CH2:8][CH2:7][C:4]([C:9]([C:17]3[CH:22]=[CH:21][CH:20]=[CH:19][CH:18]=3)([C:11]3[CH:16]=[CH:15][CH:14]=[CH:13][CH:12]=3)[OH:10])([CH2:5][CH2:6]1)[CH2:3][CH2:2]2.[Br:23][CH2:24][CH2:25][O:26][C:27]([C:30]1[CH:35]=[CH:34][CH:33]=[CH:32][CH:31]=1)([CH3:29])[CH3:28]. The catalyst is CC#N.C(Cl)(Cl)Cl. The product is [Br-:23].[OH:10][C:9]([C:17]1[CH:22]=[CH:21][CH:20]=[CH:19][CH:18]=1)([C:11]1[CH:12]=[CH:13][CH:14]=[CH:15][CH:16]=1)[C:4]12[CH2:5][CH2:6][N+:1]([CH2:24][CH2:25][O:26][C:27]([CH3:29])([C:30]3[CH:35]=[CH:34][CH:33]=[CH:32][CH:31]=3)[CH3:28])([CH2:2][CH2:3]1)[CH2:8][CH2:7]2. The yield is 0.240. (7) The reactants are Br[CH2:2][C:3]1[C:11]2[O:10][C:9]([C:12]3[CH:17]=[CH:16][C:15]([OH:18])=[CH:14][CH:13]=3)=[CH:8][C:7]=2[CH:6]=[C:5]([OH:19])[CH:4]=1.[OH-].[K+].[CH2:22]([OH:24])[CH3:23]. No catalyst specified. The product is [CH2:22]([O:24][CH2:2][C:3]1[C:11]2[O:10][C:9]([C:12]3[CH:17]=[CH:16][C:15]([OH:18])=[CH:14][CH:13]=3)=[CH:8][C:7]=2[CH:6]=[C:5]([OH:19])[CH:4]=1)[CH3:23]. The yield is 0.510.